Task: Predict the reactants needed to synthesize the given product.. Dataset: Full USPTO retrosynthesis dataset with 1.9M reactions from patents (1976-2016) (1) The reactants are: [CH2:1]([N:8]1[C:17]2[C:12](=[CH:13][CH:14]=[CH:15][CH:16]=2)[C:11]([N:18]([CH:22]2[CH2:24][CH2:23]2)[C:19](=[O:21])[CH3:20])=[CH:10][CH:9]1[CH3:25])[C:2]1[CH:7]=[CH:6][CH:5]=[CH:4][CH:3]=1.[BH4-].[Na+].ClCCl.O. Given the product [CH2:1]([N:8]1[C:17]2[C:12](=[CH:13][CH:14]=[CH:15][CH:16]=2)[C@H:11]([N:18]([CH:22]2[CH2:24][CH2:23]2)[C:19](=[O:21])[CH3:20])[CH2:10][C@@H:9]1[CH3:25])[C:2]1[CH:3]=[CH:4][CH:5]=[CH:6][CH:7]=1, predict the reactants needed to synthesize it. (2) Given the product [F:18][C:19]1[CH:20]=[C:21]([C:2]2[C:10]3[N:9]4[CH2:11][CH2:12][NH:13][C:14](=[O:15])[C:8]4=[CH:7][C:6]=3[CH:5]=[C:4]([C:16]#[N:17])[CH:3]=2)[CH:22]=[C:23]([F:25])[CH:24]=1, predict the reactants needed to synthesize it. The reactants are: Br[C:2]1[C:10]2[N:9]3[CH2:11][CH2:12][NH:13][C:14](=[O:15])[C:8]3=[CH:7][C:6]=2[CH:5]=[C:4]([C:16]#[N:17])[CH:3]=1.[F:18][C:19]1[CH:20]=[C:21](B(O)O)[CH:22]=[C:23]([F:25])[CH:24]=1. (3) The reactants are: [Br:1][C:2]1[CH:3]=[C:4]([O:10][CH3:11])[C:5](I)=[C:6]([Cl:8])[CH:7]=1.C([Mg]Cl)(C)C.[B:17](OC)([O:20]C)[O:18]C. Given the product [Br:1][C:2]1[CH:3]=[C:4]([O:10][CH3:11])[C:5]([B:17]([OH:20])[OH:18])=[C:6]([Cl:8])[CH:7]=1, predict the reactants needed to synthesize it. (4) Given the product [F:27][C:26]([F:29])([F:28])[S:23]([O:10][CH2:9][C:8]([C:5]1[CH:4]=[CH:3][C:2]([Cl:1])=[CH:7][N:6]=1)([F:12])[F:11])(=[O:24])=[O:22], predict the reactants needed to synthesize it. The reactants are: [Cl:1][C:2]1[CH:3]=[CH:4][C:5]([C:8]([F:12])([F:11])[CH2:9][OH:10])=[N:6][CH:7]=1.CCN(C(C)C)C(C)C.[O:22](S(C(F)(F)F)(=O)=O)[S:23]([C:26]([F:29])([F:28])[F:27])(=O)=[O:24].